This data is from Full USPTO retrosynthesis dataset with 1.9M reactions from patents (1976-2016). The task is: Predict the reactants needed to synthesize the given product. (1) Given the product [CH3:19][C:17]1[CH:16]=[C:15]([NH:20][C:21]2[S:22][CH:3]=[C:4]([C:6]3[CH:11]=[CH:10][N:9]=[CH:8][CH:7]=3)[N:23]=2)[CH:14]=[C:13]([CH3:12])[CH:18]=1, predict the reactants needed to synthesize it. The reactants are: Br.Br[CH2:3][C:4]([C:6]1[CH:11]=[CH:10][N:9]=[CH:8][CH:7]=1)=O.[CH3:12][C:13]1[CH:14]=[C:15]([NH:20][C:21]([NH2:23])=[S:22])[CH:16]=[C:17]([CH3:19])[CH:18]=1.N. (2) The reactants are: [O:1]1[C:5]2C=CC=C[C:4]=2[CH:3]=[C:2]1[C:10]([NH:12][C:13]1([C:19]([NH:21][CH:22]2[CH2:27][CH2:26][N:25]([C:28]3[CH:33]=[CH:32][C:31]([F:34])=[CH:30][C:29]=3[NH:35][C:36](=[O:40])[CH2:37][O:38][CH3:39])[CH2:24][CH:23]2[OH:41])=[O:20])[CH2:18][CH2:17][CH2:16][CH2:15][CH2:14]1)=[O:11].C(N(CC)CC)C. Given the product [O:1]1[CH:5]=[CH:4][CH:3]=[C:2]1[C:10]([NH:12][C:13]1([C:19]([NH:21][CH:22]2[CH2:27][CH2:26][N:25]([C:28]3[CH:33]=[CH:32][C:31]([F:34])=[CH:30][C:29]=3[NH:35][C:36](=[O:40])[CH2:37][O:38][CH3:39])[CH2:24][C:23]2=[O:41])=[O:20])[CH2:14][CH2:15][CH2:16][CH2:17][CH2:18]1)=[O:11], predict the reactants needed to synthesize it. (3) Given the product [CH2:2]([O:4][C:5](=[O:25])[CH:6]([NH:18][C:19]([O:21][CH2:22][CH:23]=[CH2:24])=[O:20])[CH2:7][C:8]1[O:12][N:11]=[C:10]([CH:13]2[CH2:17][CH2:16][CH2:15][N:14]2[S:40]([C:35]2[CH:34]=[C:33]([Cl:32])[CH:38]=[C:37]([Cl:39])[CH:36]=2)(=[O:42])=[O:41])[CH:9]=1)[CH3:3], predict the reactants needed to synthesize it. The reactants are: Cl.[CH2:2]([O:4][C:5](=[O:25])[CH:6]([NH:18][C:19]([O:21][CH2:22][CH:23]=[CH2:24])=[O:20])[CH2:7][C:8]1[O:12][N:11]=[C:10]([CH:13]2[CH2:17][CH2:16][CH2:15][NH:14]2)[CH:9]=1)[CH3:3].C(=O)([O-])[O-].[Na+].[Na+].[Cl:32][C:33]1[CH:34]=[C:35]([S:40](Cl)(=[O:42])=[O:41])[CH:36]=[C:37]([Cl:39])[CH:38]=1. (4) Given the product [Br:9][C:8]1([Br:11])[CH2:3][C:2]1([CH3:4])[C:1]([O:6][CH3:7])=[O:5], predict the reactants needed to synthesize it. The reactants are: [C:1]([O:6][CH3:7])(=[O:5])[C:2]([CH3:4])=[CH2:3].[CH:8]([Br:11])(Br)[Br:9]. (5) The reactants are: [Cl:1][C:2]1[CH:10]=[CH:9][C:8]2[NH:7][C:6]3[CH2:11][CH2:12][N:13]4[C@@H:17]([C:5]=3[C:4]=2[CH:3]=1)[CH2:16][CH2:15][CH2:14]4.[H-].[Na+].[O:20]1[CH2:22][CH:21]1[C:23]1[CH:28]=[CH:27][N:26]=[CH:25][CH:24]=1. Given the product [Cl:1][C:2]1[CH:10]=[CH:9][C:8]2[N:7]([CH2:22][CH:21]([C:23]3[CH:28]=[CH:27][N:26]=[CH:25][CH:24]=3)[OH:20])[C:6]3[CH2:11][CH2:12][N:13]4[C@@H:17]([C:5]=3[C:4]=2[CH:3]=1)[CH2:16][CH2:15][CH2:14]4, predict the reactants needed to synthesize it. (6) Given the product [C:19]1([CH2:18][C:16]2[CH:17]=[C:12]([NH:11][C:9]3[S:8][C:6]4[C:5]([N:10]=3)=[CH:4][CH:3]=[C:2]([C:41]3[CH:42]=[N:43][NH:44][CH:45]=3)[N:7]=4)[N:13]=[C:14]([NH:25][C@H:26]3[CH2:31][CH2:30][C@H:29]([OH:32])[CH2:28][CH2:27]3)[N:15]=2)[CH:24]=[CH:23][CH:22]=[CH:21][CH:20]=1, predict the reactants needed to synthesize it. The reactants are: Cl[C:2]1[N:7]=[C:6]2[S:8][C:9]([NH:11][C:12]3[CH:17]=[C:16]([CH2:18][C:19]4[CH:24]=[CH:23][CH:22]=[CH:21][CH:20]=4)[N:15]=[C:14]([NH:25][C@H:26]4[CH2:31][CH2:30][C@H:29]([OH:32])[CH2:28][CH2:27]4)[N:13]=3)=[N:10][C:5]2=[CH:4][CH:3]=1.CC1(C)C(C)(C)OB([C:41]2[CH:42]=[N:43][NH:44][CH:45]=2)O1.C(=O)([O-])[O-].[Cs+].[Cs+].CC1(C)C(C)(C)OB(C2C=NN(C(OC(C)(C)C)=O)C=2)O1. (7) Given the product [CH2:27]([N:29]([CH2:30][CH2:31][O:32][CH3:33])[S:12]([N:9]1[CH2:10][CH2:11][C:6]2([C:2](=[O:1])[N:3]([C:16]3[CH:21]=[CH:20][C:19]([O:22][C:23]([F:26])([F:25])[F:24])=[CH:18][CH:17]=3)[CH2:4][CH2:5]2)[CH2:7][CH2:8]1)(=[O:14])=[O:13])[CH3:28], predict the reactants needed to synthesize it. The reactants are: [O:1]=[C:2]1[C:6]2([CH2:11][CH2:10][N:9]([S:12](Cl)(=[O:14])=[O:13])[CH2:8][CH2:7]2)[CH2:5][CH2:4][N:3]1[C:16]1[CH:21]=[CH:20][C:19]([O:22][C:23]([F:26])([F:25])[F:24])=[CH:18][CH:17]=1.[CH2:27]([NH:29][CH2:30][CH2:31][O:32][CH3:33])[CH3:28]. (8) Given the product [NH:37]1[CH2:38][CH2:39][NH:34][CH2:35][CH:36]1[C:40]([OH:42])=[O:41], predict the reactants needed to synthesize it. The reactants are: F[B-](F)(F)F.N1(OC(N(C)C)=[N+](C)C)C2C=CC=CC=2N=N1.COC1C=C([N:34]2[CH2:39][CH2:38][NH:37][CH:36]([C:40]([OH:42])=[O:41])[CH2:35]2)C=CC=1[N+]([O-])=O. (9) Given the product [CH2:17]([N:14]([CH2:15][CH3:16])[C:12](=[O:13])[C:11]1[CH:19]=[CH:20][CH:21]=[N:22][C:10]=1[NH:8][C:3]1[CH:4]=[N:5][CH:6]=[CH:7][C:2]=1[CH3:1])[CH3:18], predict the reactants needed to synthesize it. The reactants are: [CH3:1][C:2]1[CH:7]=[CH:6][N:5]=[CH:4][C:3]=1[NH2:8].Cl[C:10]1[N:22]=[CH:21][CH:20]=[CH:19][C:11]=1[C:12]([N:14]([CH2:17][CH3:18])[CH2:15][CH3:16])=[O:13].[H-].[Na+].O.